From a dataset of Reaction yield outcomes from USPTO patents with 853,638 reactions. Predict the reaction yield, written as a fraction of the theoretical maximum amount of product (1.0 means a 100% yield; for example, 0.34 means a 34% yield). (1) The reactants are [Cl:1][C:2]1[CH:7]=[CH:6][C:5]([C:8]2[CH:17]=[N:16][CH:15]=[C:14]3[C:9]=2[CH:10]=[C:11]([C:18]([OH:20])=O)[CH:12]=[N:13]3)=[CH:4][CH:3]=1.C(N1C=CN=C1)([N:23]1C=CN=C1)=O.[OH-].[NH4+]. The catalyst is ClCCl. The product is [Cl:1][C:2]1[CH:7]=[CH:6][C:5]([C:8]2[CH:17]=[N:16][CH:15]=[C:14]3[C:9]=2[CH:10]=[C:11]([C:18]([NH2:23])=[O:20])[CH:12]=[N:13]3)=[CH:4][CH:3]=1. The yield is 0.230. (2) The reactants are [CH2:1]([O:3][C:4]([C:7]1[CH:11]=[C:10]([NH2:12])[N:9]([C:13]2[CH:18]=[CH:17][CH:16]=[CH:15][CH:14]=2)[N:8]=1)([CH3:6])[CH3:5])[CH3:2].Cl[C:20]([O:22][C:23]1[CH:28]=[CH:27][CH:26]=[CH:25][CH:24]=1)=[O:21].C([O-])([O-])=O.[K+].[K+]. The catalyst is C1COCC1. The product is [CH2:1]([O:3][C:4]([C:7]1[CH:11]=[C:10]([NH:12][C:20](=[O:21])[O:22][C:23]2[CH:28]=[CH:27][CH:26]=[CH:25][CH:24]=2)[N:9]([C:13]2[CH:18]=[CH:17][CH:16]=[CH:15][CH:14]=2)[N:8]=1)([CH3:6])[CH3:5])[CH3:2]. The yield is 0.930. (3) The reactants are [NH4+].[Cl-].[Cl:3][C:4]1[CH:5]=[C:6]([CH:16]=[CH:17][CH:18]=1)[O:7][C@@H:8]([CH2:13][CH2:14][CH3:15])[CH2:9][CH2:10][NH:11][CH3:12]. The catalyst is CO. The product is [ClH:3].[Cl:3][C:4]1[CH:5]=[C:6]([CH:16]=[CH:17][CH:18]=1)[O:7][C@@H:8]([CH2:13][CH2:14][CH3:15])[CH2:9][CH2:10][NH:11][CH3:12]. The yield is 0.700. (4) The reactants are Cl[CH2:2][C:3]([NH:5][C@@H:6]1[CH2:11][O:10][C:9]2=[N:12][C:13]([N+:15]([O-:17])=[O:16])=[CH:14][N:8]2[CH2:7]1)=[O:4].[F:18][C:19]([F:35])([F:34])[O:20][C:21]1[CH:33]=[CH:32][C:24]([O:25][CH:26]2[CH2:31][CH2:30][NH:29][CH2:28][CH2:27]2)=[CH:23][CH:22]=1. No catalyst specified. The product is [N+:15]([C:13]1[N:12]=[C:9]2[N:8]([CH:14]=1)[CH2:7][C@H:6]([NH:5][C:3](=[O:4])[CH2:2][N:29]1[CH2:30][CH2:31][CH:26]([O:25][C:24]3[CH:23]=[CH:22][C:21]([O:20][C:19]([F:18])([F:34])[F:35])=[CH:33][CH:32]=3)[CH2:27][CH2:28]1)[CH2:11][O:10]2)([O-:17])=[O:16]. The yield is 0.560. (5) The product is [Cl:17][C:2]1[S:3][C:4]2[CH:10]=[C:9]([Cl:11])[CH:8]=[CH:7][C:5]=2[N:6]=1. The reactants are N[C:2]1[S:3][C:4]2[CH:10]=[C:9]([Cl:11])[CH:8]=[CH:7][C:5]=2[N:6]=1.N([O-])=O.[Na+].[Na+].[Cl-:17].CCOCC. The catalyst is OP(O)(O)=O.O.[O-]S([O-])(=O)=O.[Cu+2].[Cu](Cl)Cl. The yield is 0.480. (6) The reactants are [C:1]([O:5][C:6]([N:8]1[CH2:12][C:11](=[O:13])[CH2:10][C@H:9]1[CH2:14][O:15][C:16](=[O:21])[C:17]([CH3:20])([CH3:19])[CH3:18])=[O:7])([CH3:4])([CH3:3])[CH3:2].[BH4-].[Na+].O. The catalyst is CO. The product is [C:1]([O:5][C:6]([N:8]1[CH2:12][C@@H:11]([OH:13])[CH2:10][C@H:9]1[CH2:14][O:15][C:16](=[O:21])[C:17]([CH3:20])([CH3:19])[CH3:18])=[O:7])([CH3:4])([CH3:3])[CH3:2]. The yield is 0.820. (7) The reactants are [CH3:1][N:2]([CH:4]=[O:5])[CH3:3].[CH3:6][O:7][C:8]1[N:13]=[C:12]([C:14]2[CH:19]=[CH:18][C:17]([CH:20]([CH3:22])[CH3:21])=[CH:16][CH:15]=2)[C:11]([N:23]2[CH2:29]CC(=O)N[CH2:25][CH2:24]2)=[CH:10][CH:9]=1.[H-].[Na+].IC. The catalyst is O. The product is [CH3:6][O:7][C:8]1[N:13]=[C:12]([C:14]2[CH:19]=[CH:18][C:17]([CH:20]([CH3:22])[CH3:21])=[CH:16][CH:15]=2)[C:11]([N:23]2[CH2:24][CH2:25][C:4](=[O:5])[N:2]([CH3:3])[CH2:1][CH2:29]2)=[CH:10][CH:9]=1. The yield is 0.530.